Task: Predict the reaction yield, written as a fraction of the theoretical maximum amount of product (1.0 means a 100% yield; for example, 0.34 means a 34% yield).. Dataset: Reaction yield outcomes from USPTO patents with 853,638 reactions (1) The reactants are [F:1][C:2]1[CH:11]=[C:10]([F:12])[CH:9]=[C:8]2[C:3]=1[C:4](=[O:13])[CH2:5][CH2:6][O:7]2.[BH4-].[Na+]. The catalyst is CO. The product is [F:1][C:2]1[CH:11]=[C:10]([F:12])[CH:9]=[C:8]2[C:3]=1[CH:4]([OH:13])[CH2:5][CH2:6][O:7]2. The yield is 0.670. (2) The reactants are [NH2:1][C:2]1[C:3]([C:20]([O:22]C)=[O:21])=[N:4][C:5]([C:8]2[CH:13]=[CH:12][C:11]([S:14]([N:17]([CH3:19])[CH3:18])(=[O:16])=[O:15])=[CH:10][CH:9]=2)=[CH:6][N:7]=1.[OH-].[Li+]. The catalyst is O1CCCC1.O. The product is [NH2:1][C:2]1[C:3]([C:20]([OH:22])=[O:21])=[N:4][C:5]([C:8]2[CH:13]=[CH:12][C:11]([S:14]([N:17]([CH3:18])[CH3:19])(=[O:15])=[O:16])=[CH:10][CH:9]=2)=[CH:6][N:7]=1. The yield is 0.870.